This data is from Forward reaction prediction with 1.9M reactions from USPTO patents (1976-2016). The task is: Predict the product of the given reaction. Given the reactants C1(OC)C=CC=CC=1.[Cl:9][C:10]1[C:15]([N:16]2[CH2:21][CH2:20][N:19]([CH:22]3[CH2:25][O:24][CH2:23]3)[CH2:18][CH2:17]2)=[CH:14][C:13]([CH:26]([F:28])[F:27])=[CH:12][C:11]=1[N:29](CC1C=CC(OC)=CC=1)C(=O)OC(C)(C)C.C(O)(C(F)(F)F)=O, predict the reaction product. The product is: [Cl:9][C:10]1[C:15]([N:16]2[CH2:17][CH2:18][N:19]([CH:22]3[CH2:25][O:24][CH2:23]3)[CH2:20][CH2:21]2)=[CH:14][C:13]([CH:26]([F:28])[F:27])=[CH:12][C:11]=1[NH2:29].